Dataset: Reaction yield outcomes from USPTO patents with 853,638 reactions. Task: Predict the reaction yield, written as a fraction of the theoretical maximum amount of product (1.0 means a 100% yield; for example, 0.34 means a 34% yield). (1) The reactants are [CH3:1][O:2][CH2:3][CH2:4][N:5]1[C:9]([CH3:10])=[C:8]([CH3:11])[S:7][C:6]1=[NH:12].CCN(CC)CC.[Br:20][C:21]1[CH:29]=[CH:28][CH:27]=[CH:26][C:22]=1[C:23](Cl)=[O:24]. The catalyst is C1COCC1. The product is [Br:20][C:21]1[CH:29]=[CH:28][CH:27]=[CH:26][C:22]=1[C:23](/[N:12]=[C:6]1\[S:7][C:8]([CH3:11])=[C:9]([CH3:10])[N:5]\1[CH2:4][CH2:3][O:2][CH3:1])=[O:24]. The yield is 0.460. (2) The reactants are [NH2:1][C:2](=[O:36])[C:3]([NH:6][C:7](=[O:35])[C:8]1[CH:13]=[CH:12][CH:11]=[C:10]([C:14]2[C:23]3[C:18](=[CH:19][C:20]([S:29]([CH2:31][CH3:32])=[O:30])=[C:21]4[O:26][C:25]([CH3:28])([CH3:27])[CH2:24][C:22]4=3)[CH2:17][C:16]([CH3:34])([CH3:33])[N:15]=2)[CH:9]=1)([CH3:5])[CH3:4].I([O-])(=O)(=O)=[O:38].[Na+]. The catalyst is CO.O. The product is [NH2:1][C:2](=[O:36])[C:3]([NH:6][C:7](=[O:35])[C:8]1[CH:13]=[CH:12][CH:11]=[C:10]([C:14]2[C:23]3[C:18](=[CH:19][C:20]([S:29]([CH2:31][CH3:32])(=[O:38])=[O:30])=[C:21]4[O:26][C:25]([CH3:27])([CH3:28])[CH2:24][C:22]4=3)[CH2:17][C:16]([CH3:34])([CH3:33])[N:15]=2)[CH:9]=1)([CH3:5])[CH3:4]. The yield is 0.500. (3) The reactants are [F:1][C:2]1[CH:3]=[C:4]([CH:28]=[CH:29][CH:30]=1)[O:5][C:6]1[CH:11]=[CH:10][C:9]([C:12]2[C:20]3[C:15](=[N:16][CH:17]=[N:18][C:19]=3[NH2:21])[N:14]([C@@H:22]3[CH2:27][CH2:26][CH2:25][NH:24][CH2:23]3)[N:13]=2)=[CH:8][CH:7]=1.[C:31]([CH2:33][C:34](O)=[O:35])#[N:32].N1(C(N2C=CN=C2)=O)C=CN=C1. The catalyst is ClCCl. The product is [NH2:21][C:19]1[N:18]=[CH:17][N:16]=[C:15]2[N:14]([C@@H:22]3[CH2:27][CH2:26][CH2:25][N:24]([C:34](=[O:35])[CH2:33][C:31]#[N:32])[CH2:23]3)[N:13]=[C:12]([C:9]3[CH:10]=[CH:11][C:6]([O:5][C:4]4[CH:28]=[CH:29][CH:30]=[C:2]([F:1])[CH:3]=4)=[CH:7][CH:8]=3)[C:20]=12. The yield is 0.570. (4) The reactants are C([O-])C=C.[Na+].C([O:9][C:10]([C@H:12]1[C@H:17]([O:18][Si:19]([C:22]([CH3:25])([CH3:24])[CH3:23])([CH3:21])[CH3:20])[C@H:16]([O:26][Si:27]([C:30]([CH3:33])([CH3:32])[CH3:31])([CH3:29])[CH3:28])[C@@H:15]([O:34][Si:35]([C:38]([CH3:41])([CH3:40])[CH3:39])([CH3:37])[CH3:36])[C@H:14]([O:42][C:43]2[CH:48]=[CH:47][C:46]([N+:49]([O-:51])=[O:50])=[CH:45][C:44]=2[CH:52]2[O:56][CH2:55][CH2:54][O:53]2)[O:13]1)=[O:11])C=C. The catalyst is C(O)C=C. The product is [C:22]([Si:19]([CH3:21])([CH3:20])[O:18][C@@H:17]1[C@H:16]([O:26][Si:27]([C:30]([CH3:33])([CH3:32])[CH3:31])([CH3:29])[CH3:28])[C@@H:15]([O:34][Si:35]([C:38]([CH3:41])([CH3:40])[CH3:39])([CH3:36])[CH3:37])[C@H:14]([O:42][C:43]2[CH:48]=[CH:47][C:46]([N+:49]([O-:51])=[O:50])=[CH:45][C:44]=2[CH:52]2[O:56][CH2:55][CH2:54][O:53]2)[O:13][C@@H:12]1[C:10]([OH:11])=[O:9])([CH3:23])([CH3:24])[CH3:25]. The yield is 0.320. (5) The reactants are CC1C=CC(S(O[CH2:12][C@H:13]2[CH2:22][CH2:21][C:20]3[C:15](=[C:16]([C:23]4[C:28]([Cl:29])=[CH:27][CH:26]=[CH:25][C:24]=4[Cl:30])[CH:17]=[CH:18][CH:19]=3)[O:14]2)(=O)=O)=CC=1.[N-:31]=[N+:32]=[N-:33].[Na+]. The catalyst is CS(C)=O. The product is [Cl:30][C:24]1[CH:25]=[CH:26][CH:27]=[C:28]([Cl:29])[C:23]=1[C:16]1[CH:17]=[CH:18][CH:19]=[C:20]2[C:15]=1[O:14][C@@H:13]([CH2:12][N:31]=[N+:32]=[N-:33])[CH2:22][CH2:21]2. The yield is 0.950. (6) The reactants are [OH:1][C:2]1[CH:10]=[CH:9][C:5]([C:6]([OH:8])=O)=[CH:4][CH:3]=1.[CH2:11]1[C@H:20]2[C@H:15]([CH2:16][CH2:17][C:18]3[CH:24]=[CH:23][CH:22]=[CH:21][C:19]=32)[NH:14][CH2:13][CH2:12]1.F[P-](F)(F)(F)(F)F.N1(OC(N(C)C)=[N+](C)C)C2N=CC=CC=2N=N1. No catalyst specified. The product is [CH2:11]1[C@H:20]2[C@H:15]([CH2:16][CH2:17][C:18]3[CH:24]=[CH:23][CH:22]=[CH:21][C:19]=32)[N:14]([C:6]([C:5]2[CH:4]=[CH:3][C:2]([OH:1])=[CH:10][CH:9]=2)=[O:8])[CH2:13][CH2:12]1. The yield is 0.280. (7) The reactants are Cl[C:2]1[C:11]2[C:6](=[CH:7][C:8]([O:14][CH2:15][CH:16]3[CH2:21][CH2:20][N:19]([CH3:22])[CH2:18][CH2:17]3)=[C:9]([O:12][CH3:13])[CH:10]=2)[N:5]=[CH:4][N:3]=1.[F:23][C:24]1[C:32]([OH:33])=[CH:31][CH:30]=[C:29]2[C:25]=1[CH:26]=[CH:27][NH:28]2.C(=O)([O-])[O-].[K+].[K+]. The catalyst is CN(C=O)C. The product is [F:23][C:24]1[C:32]([O:33][C:2]2[C:11]3[C:6](=[CH:7][C:8]([O:14][CH2:15][CH:16]4[CH2:21][CH2:20][N:19]([CH3:22])[CH2:18][CH2:17]4)=[C:9]([O:12][CH3:13])[CH:10]=3)[N:5]=[CH:4][N:3]=2)=[CH:31][CH:30]=[C:29]2[C:25]=1[CH:26]=[CH:27][NH:28]2. The yield is 0.260.